From a dataset of HIV replication inhibition screening data with 41,000+ compounds from the AIDS Antiviral Screen. Binary Classification. Given a drug SMILES string, predict its activity (active/inactive) in a high-throughput screening assay against a specified biological target. The molecule is Cc1nnc(Cc2ccccc2)c2[nH]nc(C)c12. The result is 0 (inactive).